Dataset: Catalyst prediction with 721,799 reactions and 888 catalyst types from USPTO. Task: Predict which catalyst facilitates the given reaction. Reactant: [BH4-].[Na+].[NH:3]1[CH:7]=[CH:6][CH:5]=[CH:4]1.[C:8]1([S:14](Cl)(=[O:16])=[O:15])[CH:13]=[CH:12][CH:11]=[CH:10][CH:9]=1.[OH-].[Na+]. Product: [C:8]1([S:14]([N:3]2[CH:7]=[CH:6][CH:5]=[CH:4]2)(=[O:16])=[O:15])[CH:13]=[CH:12][CH:11]=[CH:10][CH:9]=1. The catalyst class is: 41.